Predict the reaction yield, written as a fraction of the theoretical maximum amount of product (1.0 means a 100% yield; for example, 0.34 means a 34% yield). From a dataset of Reaction yield outcomes from USPTO patents with 853,638 reactions. (1) The reactants are [Br:1][C:2]1[CH:7]=[CH:6][C:5]([Cl:8])=[C:4]([CH3:9])[CH:3]=1.[Br:10]N1C(=O)CCC1=O. The catalyst is C(#N)C.C(OOC(=O)C1C=CC=CC=1)(=O)C1C=CC=CC=1. The product is [Br:1][C:2]1[CH:7]=[CH:6][C:5]([Cl:8])=[C:4]([CH2:9][Br:10])[CH:3]=1. The yield is 0.950. (2) The reactants are I.[NH2:2][C:3]1[C:4]([C:11]([NH:13][C:14](=[NH:17])SC)=[O:12])=[N:5][C:6]([Cl:10])=[C:7]([NH2:9])[N:8]=1.Br.[OH:19][C:20]1[CH:21]=[C:22]([CH2:27][CH2:28][CH2:29][CH2:30][NH2:31])[CH:23]=[CH:24][C:25]=1[OH:26]. The catalyst is C1COCC1.C(N(CC)CC)C. The product is [ClH:10].[OH:19][C:20]1[CH:21]=[C:22]([CH2:27][CH2:28][CH2:29][CH2:30][NH:31][C:14]([NH:13][C:11]([C:4]2[C:3]([NH2:2])=[N:8][C:7]([NH2:9])=[C:6]([Cl:10])[N:5]=2)=[O:12])=[NH:17])[CH:23]=[CH:24][C:25]=1[OH:26]. The yield is 0.510.